Regression/Classification. Given a drug SMILES string, predict its toxicity properties. Task type varies by dataset: regression for continuous values (e.g., LD50, hERG inhibition percentage) or binary classification for toxic/non-toxic outcomes (e.g., AMES mutagenicity, cardiotoxicity, hepatotoxicity). Dataset: herg_karim. From a dataset of hERG potassium channel inhibition data for cardiac toxicity prediction from Karim et al.. (1) The molecule is COc1cc(N2C(=O)N(c3ccc(-c4ccc(C#N)cc4)cc3)C(=O)C23CCN(Cc2ncccc2C)CC3)ncn1. The result is 1 (blocker). (2) The molecule is CC(=O)NC(CCN1C2CCC1CC(n1c(C)nc3c1CCN(c1ccncn1)C3)C2)c1cccc(F)c1. The result is 1 (blocker).